This data is from Kir2.1 potassium channel HTS with 301,493 compounds. The task is: Binary Classification. Given a drug SMILES string, predict its activity (active/inactive) in a high-throughput screening assay against a specified biological target. (1) The compound is O(CCCCN(Cc1ccccc1)C)c1ccc(OC)cc1. The result is 0 (inactive). (2) The result is 0 (inactive). The molecule is OCC1(CCN(CC1)C(=O)NCCc1ccccc1)Cc1cc(OC)ccc1.